From a dataset of Reaction yield outcomes from USPTO patents with 853,638 reactions. Predict the reaction yield, written as a fraction of the theoretical maximum amount of product (1.0 means a 100% yield; for example, 0.34 means a 34% yield). (1) The reactants are [C:1]([C:5]1[N:10]=[C:9]([NH:11][C:12]2[CH:13]=[C:14]([NH:21][CH:22]([CH2:32][CH:33]([CH3:35])[CH3:34])[CH2:23][NH:24]C(=O)OC(C)(C)C)[N:15]=[N:16][C:17]=2[C:18](=[O:20])[NH2:19])[CH:8]=[CH:7][CH:6]=1)([CH3:4])([CH3:3])[CH3:2].C(O)(C(F)(F)F)=O. The catalyst is ClCCl.C(O)C. The product is [NH2:24][CH2:23][CH:22]([NH:21][C:14]1[N:15]=[N:16][C:17]([C:18]([NH2:19])=[O:20])=[C:12]([NH:11][C:9]2[CH:8]=[CH:7][CH:6]=[C:5]([C:1]([CH3:3])([CH3:2])[CH3:4])[N:10]=2)[CH:13]=1)[CH2:32][CH:33]([CH3:35])[CH3:34]. The yield is 0.500. (2) The reactants are [CH2:1]([N:7]([CH2:21][CH2:22][CH2:23][CH2:24][CH2:25][CH3:26])[S:8]([C:11]1[CH:20]=[CH:19][C:14]2[N:15]=[C:16]([CH3:18])[S:17][C:13]=2[CH:12]=1)(=[O:10])=[O:9])[CH2:2][CH2:3][CH2:4][CH2:5][CH3:6].[CH3:27][O:28][S:29]([C:32]1[CH:37]=[CH:36][C:35]([CH3:38])=[CH:34][CH:33]=1)(=[O:31])=[O:30].CCCCCC. The product is [S:29]([C:32]1[CH:37]=[CH:36][C:35]([CH3:38])=[CH:34][CH:33]=1)([O-:31])(=[O:30])=[O:28].[CH2:21]([N:7]([CH2:1][CH2:2][CH2:3][CH2:4][CH2:5][CH3:6])[S:8]([C:11]1[CH:20]=[CH:19][C:14]2[N+:15]([CH3:27])=[C:16]([CH3:18])[S:17][C:13]=2[CH:12]=1)(=[O:10])=[O:9])[CH2:22][CH2:23][CH2:24][CH2:25][CH3:26]. The catalyst is C(OCC)(=O)C. The yield is 0.780.